From a dataset of Catalyst prediction with 721,799 reactions and 888 catalyst types from USPTO. Predict which catalyst facilitates the given reaction. Reactant: [CH3:1][O:2][C:3](=[O:25])[C@@H:4]([NH:12][C:13](=[O:24])[C@@H:14]([OH:23])[C@@H:15]([N:20]=[N+]=[N-])[CH2:16][CH2:17][CH2:18][CH3:19])[CH2:5][C:6]1[CH:11]=[CH:10][CH:9]=[CH:8][CH:7]=1. Product: [CH3:1][O:2][C:3](=[O:25])[C@@H:4]([NH:12][C:13](=[O:24])[C@@H:14]([OH:23])[C@@H:15]([NH2:20])[CH2:16][CH2:17][CH2:18][CH3:19])[CH2:5][C:6]1[CH:11]=[CH:10][CH:9]=[CH:8][CH:7]=1. The catalyst class is: 352.